This data is from Forward reaction prediction with 1.9M reactions from USPTO patents (1976-2016). The task is: Predict the product of the given reaction. (1) Given the reactants [C:1]([O:5][C:6]([N:8]1[C:17]2[C:12](=[CH:13][C:14]([C:18]3[CH:23]=[CH:22][CH:21]=[CH:20][CH:19]=3)=[CH:15][CH:16]=2)[C:11]([CH3:24])=[CH:10][C:9]1([CH3:26])[CH3:25])=[O:7])([CH3:4])([CH3:3])[CH3:2].[Se](=O)=[O:28], predict the reaction product. The product is: [C:1]([O:5][C:6]([N:8]1[C:17]2[C:12](=[CH:13][C:14]([C:18]3[CH:23]=[CH:22][CH:21]=[CH:20][CH:19]=3)=[CH:15][CH:16]=2)[C:11]([CH2:24][OH:28])=[CH:10][C:9]1([CH3:26])[CH3:25])=[O:7])([CH3:4])([CH3:2])[CH3:3]. (2) The product is: [NH2:21][C:22]1[CH:27]=[CH:26][CH:25]=[CH:24][C:23]=1[C:28]#[C:29][C:30]1[C:31]([O:40][CH3:41])=[CH:32][C:33]([O:38][CH3:39])=[C:34](/[CH:35]=[CH:2]/[C:1]([C:4]2[CH:9]=[CH:8][C:7]([S:10]([NH:13][CH2:14][C:15]([OH:17])=[O:16])(=[O:12])=[O:11])=[CH:6][CH:5]=2)=[O:3])[CH:37]=1. Given the reactants [C:1]([C:4]1[CH:9]=[CH:8][C:7]([S:10]([NH:13][CH2:14][C:15]([OH:17])=[O:16])(=[O:12])=[O:11])=[CH:6][CH:5]=1)(=[O:3])[CH3:2].C[O-].[Li+].[NH2:21][C:22]1[CH:27]=[CH:26][CH:25]=[CH:24][C:23]=1[C:28]#[C:29][C:30]1[C:31]([O:40][CH3:41])=[CH:32][C:33]([O:38][CH3:39])=[C:34]([CH:37]=1)[CH:35]=O, predict the reaction product. (3) Given the reactants C(O[C:4](=[O:32])[C:5]1[CH:10]=[C:9](C2C=CC=C(C(F)(F)F)C=2)[C:8]([OH:21])=[C:7]([C:22]2[CH:27]=[CH:26][CH:25]=[C:24]([C:28]([F:31])([F:30])[F:29])[CH:23]=2)[CH:6]=1)C.S(Cl)(Cl)=O.[C:37]1(NCCCCCCCC)[CH:42]=[CH:41][CH:40]=[CH:39][CH:38]=1.C([N:54]([CH2:57][CH3:58])CC)C.Cl, predict the reaction product. The product is: [C:7]1([CH2:22][CH2:23][CH2:24][CH2:25][CH2:26][CH2:27][CH2:58][CH2:57][NH:54][C:4]([C:5]2[CH:10]=[C:9]([C:41]3[CH:40]=[CH:39][CH:38]=[C:37]([C:28]([F:29])([F:30])[F:31])[CH:42]=3)[C:8]([OH:21])=[C:7]([C:22]3[CH:27]=[CH:26][CH:25]=[C:24]([C:28]([F:29])([F:30])[F:31])[CH:23]=3)[CH:6]=2)=[O:32])[CH:8]=[CH:9][CH:10]=[CH:5][CH:6]=1. (4) Given the reactants [CH2:1]([C:5]1[CH:6]=[C:7]([OH:32])[CH:8]=[CH:9][C:10]=1[O:11][CH2:12][CH2:13][C:14]1[N:15]=[C:16]([C:20]2[CH:25]=[CH:24][C:23]([C:26]3[CH:31]=[CH:30][CH:29]=[CH:28][CH:27]=3)=[CH:22][CH:21]=2)[O:17][C:18]=1[CH3:19])[CH2:2][CH2:3][CH3:4].Br[C:34]([CH3:41])([CH3:40])[C:35]([O:37][CH2:38][CH3:39])=[O:36].C(=O)([O-])[O-].[Cs+].[Cs+], predict the reaction product. The product is: [CH2:38]([O:37][C:35](=[O:36])[C:34]([O:32][C:7]1[CH:8]=[CH:9][C:10]([O:11][CH2:12][CH2:13][C:14]2[N:15]=[C:16]([C:20]3[CH:21]=[CH:22][C:23]([C:26]4[CH:27]=[CH:28][CH:29]=[CH:30][CH:31]=4)=[CH:24][CH:25]=3)[O:17][C:18]=2[CH3:19])=[C:5]([CH2:1][CH2:2][CH2:3][CH3:4])[CH:6]=1)([CH3:41])[CH3:40])[CH3:39]. (5) Given the reactants Br[C:2]1[CH:3]=[C:4]2[C:21](=[CH:22][CH:23]=1)[O:20][C:7]1([CH2:12][CH2:11][N:10]([C:13]([O:15][C:16]([CH3:19])([CH3:18])[CH3:17])=[O:14])[CH2:9][CH2:8]1)[CH2:6][C:5]2=[O:24].[CH3:25][N:26](C=O)C, predict the reaction product. The product is: [C:25]([C:2]1[CH:3]=[C:4]2[C:21](=[CH:22][CH:23]=1)[O:20][C:7]1([CH2:12][CH2:11][N:10]([C:13]([O:15][C:16]([CH3:17])([CH3:19])[CH3:18])=[O:14])[CH2:9][CH2:8]1)[CH2:6][C:5]2=[O:24])#[N:26].